From a dataset of Full USPTO retrosynthesis dataset with 1.9M reactions from patents (1976-2016). Predict the reactants needed to synthesize the given product. (1) Given the product [F:34][C:25]1[CH:26]=[C:27]([F:33])[C:28]([C:2]2[CH:3]=[N:4][C:5]([CH3:8])=[N:6][CH:7]=2)=[CH:29][C:24]=1[C@:21]1([CH3:23])[CH2:20][C@@H:19]([C:35]2[C:36]([CH3:41])=[N:37][O:38][C:39]=2[CH3:40])[S:18][C:17]([NH:16][C:14](=[O:15])[O:13][C:9]([CH3:11])([CH3:10])[CH3:12])=[N:22]1, predict the reactants needed to synthesize it. The reactants are: Br[C:2]1[CH:3]=[N:4][C:5]([CH3:8])=[N:6][CH:7]=1.[C:9]([O:13][C:14]([NH:16][C:17]1[S:18][C@H:19]([C:35]2[C:36]([CH3:41])=[N:37][O:38][C:39]=2[CH3:40])[CH2:20][C@:21]([C:24]2[C:25]([F:34])=[CH:26][C:27]([F:33])=[C:28](B(O)O)[CH:29]=2)([CH3:23])[N:22]=1)=[O:15])([CH3:12])([CH3:11])[CH3:10].C(=O)([O-])[O-].[Cs+].[Cs+]. (2) Given the product [CH3:1][N:2]1[C:10]2[C:5](=[CH:6][CH:7]=[CH:8][CH:9]=2)[CH:4]=[C:3]1[C:15]1[CH:16]=[CH:17][C:18]([CH2:21][C:22]([NH:24][C@@H:25]([C:27]2[CH:32]=[CH:31][C:30]([O:33][CH2:34][C:35]([F:38])([F:36])[F:37])=[CH:29][N:28]=2)[CH3:26])=[O:23])=[CH:19][CH:20]=1, predict the reactants needed to synthesize it. The reactants are: [CH3:1][N:2]1[C:10]2[C:5](=[CH:6][CH:7]=[CH:8][CH:9]=2)[CH:4]=[C:3]1B(O)O.I[C:15]1[CH:20]=[CH:19][C:18]([CH2:21][C:22]([NH:24][C@@H:25]([C:27]2[CH:32]=[CH:31][C:30]([O:33][CH2:34][C:35]([F:38])([F:37])[F:36])=[CH:29][N:28]=2)[CH3:26])=[O:23])=[CH:17][CH:16]=1.ON1C2N=CC=CC=2N=N1.[O-]P([O-])([O-])=O.[K+].[K+].[K+]. (3) Given the product [N+:8]([C:5]1[CH:6]=[CH:7][C:2]([N:11]2[CH2:15][CH2:14][CH:13]([NH:16][C:17](=[O:23])[O:18][C:19]([CH3:21])([CH3:20])[CH3:22])[CH2:12]2)=[CH:3][CH:4]=1)([O-:10])=[O:9], predict the reactants needed to synthesize it. The reactants are: F[C:2]1[CH:7]=[CH:6][C:5]([N+:8]([O-:10])=[O:9])=[CH:4][CH:3]=1.[NH:11]1[CH2:15][CH2:14][CH:13]([NH:16][C:17](=[O:23])[O:18][C:19]([CH3:22])([CH3:21])[CH3:20])[CH2:12]1.O. (4) Given the product [OH:41][CH2:42][C:43]1[C:13]([C:24]2[CH:29]=[CH:28][CH:27]=[CH:26][C:25]=2[CH3:30])=[CH:14][CH:15]=[C:16]([C:17]2[CH:22]=[CH:21][CH:20]=[CH:19][C:18]=2[CH3:23])[C:11]=1[CH2:35][OH:37], predict the reactants needed to synthesize it. The reactants are: [H-].[Al+3].[Li+].[H-].[H-].[H-].C(C[C:11]1[C:16]([C:17]2[CH:22]=[CH:21][CH:20]=[CH:19][C:18]=2[CH3:23])=[CH:15][CH:14]=[C:13]([C:24]2[CH:29]=[CH:28][CH:27]=[CH:26][C:25]=2[CH3:30])C=1CC(O)=O)(O)=O.[C:35](=[O:37])=O.C([O:41][CH2:42][CH3:43])(=O)C. (5) The reactants are: Br[C:2]1[CH:3]=[C:4]([CH:7]=[O:8])[O:5][CH:6]=1.[CH:9](/B(O)O)=[CH:10]/[CH3:11].ClC1C=CC(CC2C=C(C=O)SC=2)=CC=1. Given the product [CH:9](/[C:2]1[CH:3]=[C:4]([CH:7]=[O:8])[O:5][CH:6]=1)=[CH:10]/[CH3:11], predict the reactants needed to synthesize it.